This data is from Peptide-MHC class II binding affinity with 134,281 pairs from IEDB. The task is: Regression. Given a peptide amino acid sequence and an MHC pseudo amino acid sequence, predict their binding affinity value. This is MHC class II binding data. (1) The peptide sequence is LRIAAKIYSEADEAW. The binding affinity (normalized) is 0.274. The MHC is HLA-DQA10102-DQB10502 with pseudo-sequence HLA-DQA10102-DQB10502. (2) The peptide sequence is AFKYAATAANAAPAN. The MHC is DRB1_0701 with pseudo-sequence DRB1_0701. The binding affinity (normalized) is 0.649. (3) The peptide sequence is SRFFVMGEETPLLTK. The MHC is DRB5_0101 with pseudo-sequence DRB5_0101. The binding affinity (normalized) is 0.626. (4) The peptide sequence is LVGPTPVNIIGRNILTQIGC. The MHC is HLA-DPA10201-DPB10501 with pseudo-sequence HLA-DPA10201-DPB10501. The binding affinity (normalized) is 0.292. (5) The MHC is DRB1_0101 with pseudo-sequence DRB1_0101. The peptide sequence is PICPGYRWMCLRRFIIFL. The binding affinity (normalized) is 0.589.